Dataset: Peptide-MHC class II binding affinity with 134,281 pairs from IEDB. Task: Regression. Given a peptide amino acid sequence and an MHC pseudo amino acid sequence, predict their binding affinity value. This is MHC class II binding data. (1) The peptide sequence is TMAGCGYLMFLGGVK. The MHC is HLA-DQA10201-DQB10303 with pseudo-sequence HLA-DQA10201-DQB10303. The binding affinity (normalized) is 0. (2) The peptide sequence is IKRIHEYKRQLMNIL. The MHC is DRB1_0405 with pseudo-sequence DRB1_0405. The binding affinity (normalized) is 0.611. (3) The peptide sequence is GATVAVDCRPFNGGE. The MHC is HLA-DQA10102-DQB10602 with pseudo-sequence HLA-DQA10102-DQB10602. The binding affinity (normalized) is 0.313. (4) The peptide sequence is EVWNRVWITNNPHMQ. The MHC is HLA-DQA10103-DQB10603 with pseudo-sequence HLA-DQA10103-DQB10603. The binding affinity (normalized) is 0. (5) The peptide sequence is AVSGDDCVVRPIDDR. The MHC is HLA-DQA10201-DQB10301 with pseudo-sequence HLA-DQA10201-DQB10301. The binding affinity (normalized) is 0.305. (6) The peptide sequence is YPFIEQEGPEFFDQE. The MHC is HLA-DQA10301-DQB10301 with pseudo-sequence HLA-DQA10301-DQB10301. The binding affinity (normalized) is 0.180. (7) The peptide sequence is AAGTYVAADAAAASS. The MHC is DRB1_0401 with pseudo-sequence DRB1_0401. The binding affinity (normalized) is 0.844. (8) The peptide sequence is KKKVPWDQVVMTSLALV. The MHC is DRB1_0404 with pseudo-sequence DRB1_0404. The binding affinity (normalized) is 0.581. (9) The peptide sequence is LAWLVQASANSAAMA. The MHC is DRB5_0101 with pseudo-sequence DRB5_0101. The binding affinity (normalized) is 0.206.